The task is: Predict the product of the given reaction.. This data is from Forward reaction prediction with 1.9M reactions from USPTO patents (1976-2016). (1) The product is: [F:23][C:3]1[C:2]([CH:32]=[O:33])=[CH:22][CH:21]=[CH:20][C:4]=1[C:5]([N:7]1[CH2:12][CH2:11][N:10]([C:13]([O:15][C:16]([CH3:19])([CH3:18])[CH3:17])=[O:14])[CH2:9][CH2:8]1)=[O:6]. Given the reactants Br[C:2]1[C:3]([F:23])=[C:4]([CH:20]=[CH:21][CH:22]=1)[C:5]([N:7]1[CH2:12][CH2:11][N:10]([C:13]([O:15][C:16]([CH3:19])([CH3:18])[CH3:17])=[O:14])[CH2:9][CH2:8]1)=[O:6].C([Mg]Cl)C(C)C.CN(C)[CH:32]=[O:33].[Cl-].[NH4+], predict the reaction product. (2) Given the reactants [C:1]([O:5][C:6](=[O:18])[NH:7][C@H:8]1[CH2:14][CH2:13][C@@H:12]([OH:15])[CH2:11][N:10]([CH3:16])[C:9]1=[O:17])([CH3:4])([CH3:3])[CH3:2].[N:19]([CH2:22][CH2:23][CH2:24][CH2:25][CH2:26][CH2:27]OS(C(F)(F)F)(=O)=O)=[N+:20]=[N-:21].C([O-])(O)=O.[Na+], predict the reaction product. The product is: [C:1]([O:5][C:6](=[O:18])[NH:7][C@H:8]1[CH2:14][CH2:13][C@@H:12]([O:15][CH2:27][CH2:26][CH2:25][CH2:24][CH2:23][CH2:22][N:19]=[N+:20]=[N-:21])[CH2:11][N:10]([CH3:16])[C:9]1=[O:17])([CH3:4])([CH3:2])[CH3:3]. (3) Given the reactants Cl[C:2]1[N:7]=[CH:6][N:5]=[C:4]([NH2:8])[C:3]=1[C:9]1[O:13][N:12]=[C:11]([CH3:14])[N:10]=1.[NH2:15][C@H:16]([C:19]1[N:28]([C:29]2[CH:34]=[CH:33][CH:32]=[CH:31][C:30]=2[F:35])[C:27](=[O:36])[C:26]2[C:21](=[CH:22][CH:23]=[CH:24][CH:25]=2)[N:20]=1)[CH2:17][CH3:18].CCN(C(C)C)C(C)C.CCOC(C)=O, predict the reaction product. The product is: [NH2:8][C:4]1[N:5]=[CH:6][N:7]=[C:2]([NH:15][C@H:16]([C:19]2[N:28]([C:29]3[CH:34]=[CH:33][CH:32]=[CH:31][C:30]=3[F:35])[C:27](=[O:36])[C:26]3[C:21](=[CH:22][CH:23]=[CH:24][CH:25]=3)[N:20]=2)[CH2:17][CH3:18])[C:3]=1[C:9]1[O:13][N:12]=[C:11]([CH3:14])[N:10]=1. (4) The product is: [NH2:1][C:2]1[C:7]([OH:8])=[CH:6][N:5]=[C:4]([C:10]([NH:12][C@@H:13]([C:21]2[CH:26]=[CH:25][C:24]([O:27][C:28]([F:29])([F:30])[F:31])=[C:23]([F:32])[CH:22]=2)[C:14]2[C:19]([F:20])=[CH:18][CH:17]=[CH:16][N:15]=2)=[O:11])[CH:3]=1. Given the reactants [NH2:1][C:2]1[C:7]([O:8]C)=[CH:6][N:5]=[C:4]([C:10]([NH:12][C@@H:13]([C:21]2[CH:26]=[CH:25][C:24]([O:27][C:28]([F:31])([F:30])[F:29])=[C:23]([F:32])[CH:22]=2)[C:14]2[C:19]([F:20])=[CH:18][CH:17]=[CH:16][N:15]=2)=[O:11])[CH:3]=1.[Li+].[Cl-].CC1C=CC(S(O)(=O)=O)=CC=1.C([O-])(O)=O.[Na+], predict the reaction product. (5) Given the reactants [CH3:1][O:2][C:3]1[CH:8]=[CH:7][C:6]([CH2:9][C@H:10]([NH:14][C:15](=[O:28])[C@@H:16]([NH:18][C:19](=[O:27])[CH2:20][N:21]2[CH2:26][CH2:25][O:24][CH2:23][CH2:22]2)[CH3:17])[C:11](O)=[O:12])=[CH:5][CH:4]=1.[NH2:29][C@@H:30]([CH2:37][C:38]1[CH2:42][CH2:41][CH2:40][CH:39]=1)[C:31]([C@@:33]1([CH3:36])[CH2:35][O:34]1)=[O:32].CN(C(ON1N=NC2C=CC=NC1=2)=[N+](C)C)C.F[P-](F)(F)(F)(F)F.CCN(C(C)C)C(C)C, predict the reaction product. The product is: [C:38]1([CH2:37][C@H:30]([NH:29][C:11](=[O:12])[C@@H:10]([NH:14][C:15](=[O:28])[C@@H:16]([NH:18][C:19](=[O:27])[CH2:20][N:21]2[CH2:22][CH2:23][O:24][CH2:25][CH2:26]2)[CH3:17])[CH2:9][C:6]2[CH:7]=[CH:8][C:3]([O:2][CH3:1])=[CH:4][CH:5]=2)[C:31]([C@@:33]2([CH3:36])[CH2:35][O:34]2)=[O:32])[CH2:42][CH2:41][CH2:40][CH:39]=1. (6) Given the reactants CC(C)([O-])C.[K+].[CH2:7]([P:10]([C:15]1[CH:20]=[CH:19][C:18]([NH2:21])=[CH:17][CH:16]=1)([CH2:12][CH2:13][CH3:14])=[O:11])[CH2:8][CH3:9].Cl[C:23]1[N:31]=[C:30]([I:32])[N:29]=[C:28]2[C:24]=1[N:25]=[CH:26][N:27]2[CH:33]1[CH2:38][CH2:37][CH2:36][CH2:35][O:34]1, predict the reaction product. The product is: [CH2:7]([P:10]([C:15]1[CH:16]=[CH:17][C:18]([NH:21][C:23]2[N:31]=[C:30]([I:32])[N:29]=[C:28]3[C:24]=2[N:25]=[CH:26][N:27]3[CH:33]2[CH2:38][CH2:37][CH2:36][CH2:35][O:34]2)=[CH:19][CH:20]=1)([CH2:12][CH2:13][CH3:14])=[O:11])[CH2:8][CH3:9]. (7) Given the reactants Br[C:2]1[CH:11]=[CH:10][CH:9]=[C:8]2[C:3]=1[CH2:4][CH2:5][O:6][CH:7]2[C:12]1[NH:13][CH2:14][CH2:15][N:16]=1.B1(B2OC(C)(C)C(C)(C)O2)OC(C)(C)C(C)(C)[O:18]1.C([O-])(=O)C.[K+].O1CCOCC1, predict the reaction product. The product is: [NH:13]1[CH2:14][CH2:15][N:16]=[C:12]1[CH:7]1[C:8]2[CH:9]=[CH:10][CH:11]=[C:2]([OH:18])[C:3]=2[CH2:4][CH2:5][O:6]1. (8) Given the reactants [CH3:1][S:2]([OH:5])(=[O:4])=[O:3].[C:6]([C:8]1[CH:13]=[CH:12][C:11]([CH2:14][CH2:15][N:16]2[CH2:21][CH2:20][C:19]([CH2:23][N:24]([CH3:34])[C:25]3[CH:33]=[CH:32][C:28]([C:29]([OH:31])=[O:30])=[CH:27][CH:26]=3)([OH:22])[CH2:18][CH2:17]2)=[CH:10][CH:9]=1)#[N:7], predict the reaction product. The product is: [CH3:1][S:2]([OH:5])(=[O:4])=[O:3].[C:6]([C:8]1[CH:9]=[CH:10][C:11]([CH2:14][CH2:15][N:16]2[CH2:17][CH2:18][C:19]([CH2:23][N:24]([CH3:34])[C:25]3[CH:26]=[CH:27][C:28]([C:29]([OH:31])=[O:30])=[CH:32][CH:33]=3)([OH:22])[CH2:20][CH2:21]2)=[CH:12][CH:13]=1)#[N:7].